This data is from Forward reaction prediction with 1.9M reactions from USPTO patents (1976-2016). The task is: Predict the product of the given reaction. (1) Given the reactants F[C:2]1[CH:9]=[CH:8][CH:7]=[CH:6][C:3]=1[CH:4]=[O:5].[C:10]([O:14][C:15]([N:17]1[CH2:20][CH:19]([OH:21])[CH2:18]1)=[O:16])([CH3:13])([CH3:12])[CH3:11].C([O-])([O-])=O.[K+].[K+], predict the reaction product. The product is: [C:10]([O:14][C:15]([N:17]1[CH2:20][CH:19]([O:21][C:2]2[CH:9]=[CH:8][CH:7]=[CH:6][C:3]=2[CH:4]=[O:5])[CH2:18]1)=[O:16])([CH3:13])([CH3:11])[CH3:12]. (2) The product is: [Cl:1][C:2]1[CH:3]=[C:4]2[N:28]=[C:27]([O:29][C@@H:30]3[CH2:34][O:33][C@@H:32]4[C@H:35]([OH:38])[CH2:36][O:37][C@H:31]34)[NH:26][C:5]2=[N:6][C:7]=1[C:8]1[CH:13]=[CH:12][C:11]([N:14]2[CH2:19][CH2:18][CH:17]([NH:20][C:21](=[O:25])[O:22][CH2:23][CH3:24])[CH2:16][CH2:15]2)=[CH:10][CH:9]=1. Given the reactants [Cl:1][C:2]1[CH:3]=[C:4]2[N:28]=[C:27]([O:29][C@@H:30]3[CH2:34][O:33][C@@H:32]4[C@H:35]([OH:38])[CH2:36][O:37][C@H:31]34)[N:26](COCC[Si](C)(C)C)[C:5]2=[N:6][C:7]=1[C:8]1[CH:13]=[CH:12][C:11]([N:14]2[CH2:19][CH2:18][CH:17]([NH:20][C:21](=[O:25])[O:22][CH2:23][CH3:24])[CH2:16][CH2:15]2)=[CH:10][CH:9]=1.OS([O-])(=O)=O.[K+].[OH-].[Na+].Cl, predict the reaction product. (3) Given the reactants [CH:1]1([CH2:4][C:5]([OH:7])=O)[CH2:3][CH2:2]1.C1N=CN(C(N2C=NC=C2)=O)C=1.[CH2:20]([CH:27]1[CH2:32][CH2:31][N:30]([C:33]2[CH:38]=[C:37]([NH:39][NH2:40])[N:36]=[CH:35][N:34]=2)[CH2:29][CH2:28]1)[C:21]1[CH:26]=[CH:25][CH:24]=[CH:23][CH:22]=1, predict the reaction product. The product is: [CH2:20]([CH:27]1[CH2:28][CH2:29][N:30]([C:33]2[N:34]=[CH:35][N:36]=[C:37]([NH:39][NH:40][C:5](=[O:7])[CH2:4][CH:1]3[CH2:2][CH2:3]3)[CH:38]=2)[CH2:31][CH2:32]1)[C:21]1[CH:22]=[CH:23][CH:24]=[CH:25][CH:26]=1. (4) Given the reactants I[C:2]1[CH:7]=[N:6][CH:5]=[CH:4][N:3]=1.C(=O)([O-])[O-].[Cs+].[Cs+].[OH:14][C:15]1[CH:22]=[CH:21][C:18]([C:19]#[N:20])=[CH:17][CH:16]=1.Cl.CN(C)CC(O)=O, predict the reaction product. The product is: [N:3]1[CH:4]=[CH:5][N:6]=[CH:7][C:2]=1[O:14][C:15]1[CH:22]=[CH:21][C:18]([C:19]#[N:20])=[CH:17][CH:16]=1. (5) Given the reactants Cl.Cl.[NH2:3][C:4]1[CH:5]=[C:6]([CH:9]=[C:10]([NH:12][C:13]2[N:22]=[C:21]([N:23]3[CH2:27][CH2:26][C@H:25]([NH2:28])[CH2:24]3)[C:20]3[C:15](=[CH:16][CH:17]=[CH:18][CH:19]=3)[N:14]=2)[CH:11]=1)[C:7]#[N:8], predict the reaction product. The product is: [NH2:3][C:4]1[CH:5]=[C:6]([CH:9]=[C:10]([NH:12][C:13]2[N:22]=[C:21]([N:23]3[CH2:27][CH2:26][C@H:25]([NH2:28])[CH2:24]3)[C:20]3[C:15](=[CH:16][CH:17]=[CH:18][CH:19]=3)[N:14]=2)[CH:11]=1)[C:7]#[N:8]. (6) Given the reactants [H-].[Na+].[CH2:3]([C:5]1([CH3:26])[CH:10]([CH3:11])[C:9](=[N:12][OH:13])[CH2:8][C:7]([CH2:15][CH3:16])([CH3:14])[N:6]1[O:17][CH:18]([C:20]1[CH:25]=[CH:24][CH:23]=[CH:22][CH:21]=1)[CH3:19])[CH3:4].[CH3:27][N:28]([CH3:33])[CH2:29][CH2:30][CH2:31]Cl, predict the reaction product. The product is: [CH3:27][N:28]([CH3:33])[CH2:29][CH2:30][CH2:31][O:13][N:12]=[C:9]1[CH2:8][C:7]([CH2:15][CH3:16])([CH3:14])[N:6]([O:17][CH:18]([C:20]2[CH:21]=[CH:22][CH:23]=[CH:24][CH:25]=2)[CH3:19])[C:5]([CH2:3][CH3:4])([CH3:26])[CH:10]1[CH3:11].